Task: Predict the reactants needed to synthesize the given product.. Dataset: Full USPTO retrosynthesis dataset with 1.9M reactions from patents (1976-2016) (1) Given the product [C:1]([C:5]1[CH:6]=[C:7]([NH:17][C:18]([NH:20][C:21]2[CH:26]=[CH:25][C:24]([O:27][C:28]3[CH:33]=[C:32]([NH:36][CH3:35])[N:31]=[CH:30][N:29]=3)=[CH:23][CH:22]=2)=[O:19])[N:8]([C:10]2[CH:15]=[CH:14][C:13]([CH3:16])=[CH:12][CH:11]=2)[N:9]=1)([CH3:4])([CH3:3])[CH3:2], predict the reactants needed to synthesize it. The reactants are: [C:1]([C:5]1[CH:6]=[C:7]([NH:17][C:18]([NH:20][C:21]2[CH:26]=[CH:25][C:24]([O:27][C:28]3[CH:33]=[C:32](Cl)[N:31]=[CH:30][N:29]=3)=[CH:23][CH:22]=2)=[O:19])[N:8]([C:10]2[CH:15]=[CH:14][C:13]([CH3:16])=[CH:12][CH:11]=2)[N:9]=1)([CH3:4])([CH3:3])[CH3:2].[CH3:35][NH2:36]. (2) Given the product [N:1]1([C:2]2[CH:3]=[CH:4][C:5]([CH2:8][C:9]([O:11][CH3:12])=[O:10])=[CH:6][CH:7]=2)[CH2:17][CH2:16][CH2:15][CH2:14]1, predict the reactants needed to synthesize it. The reactants are: [NH2:1][C:2]1[CH:7]=[CH:6][C:5]([CH2:8][C:9]([O:11][CH3:12])=[O:10])=[CH:4][CH:3]=1.Br[CH2:14][CH2:15][CH2:16][CH2:17]Br.C(=O)([O-])[O-].[K+].[K+]. (3) Given the product [CH3:27][C:5]1[CH:6]=[C:7]([C:10]([N:12]2[CH2:21][CH2:20][C:19]3[N:18]=[C:17]([CH3:22])[O:16][C:15]=3[C:14]3[CH:23]=[CH:24][CH:25]=[CH:26][C:13]2=3)=[O:11])[CH:8]=[CH:9][C:4]=1[CH2:3][NH:2][C:45]([CH:42]1[CH2:43][CH2:44][N:39]([CH2:38][CH2:37][C:36]([CH3:49])([CH3:48])[CH3:35])[CH2:40][CH2:41]1)=[O:46], predict the reactants needed to synthesize it. The reactants are: Cl.[NH2:2][CH2:3][C:4]1[CH:9]=[CH:8][C:7]([C:10]([N:12]2[CH2:21][CH2:20][C:19]3[N:18]=[C:17]([CH3:22])[O:16][C:15]=3[C:14]3[CH:23]=[CH:24][CH:25]=[CH:26][C:13]2=3)=[O:11])=[CH:6][C:5]=1[CH3:27].C(N(CC)CC)C.[CH3:35][C:36]([CH3:49])([CH3:48])[CH2:37][CH2:38][N:39]1[CH2:44][CH2:43][CH:42]([C:45](O)=[O:46])[CH2:41][CH2:40]1.C1CN([P+](Br)(N2CCCC2)N2CCCC2)CC1.F[P-](F)(F)(F)(F)F. (4) Given the product [N:23]1[C:28]2[NH:29][C:30]3[CH:38]=[CH:37][N:36]=[CH:35][C:31]=3[CH2:32][C:33](=[O:34])[C:27]=2[CH:26]=[CH:25][CH:24]=1, predict the reactants needed to synthesize it. The reactants are: CC(OI1(OC(C)=O)(OC(C)=O)OC(=O)C2C=CC=CC1=2)=O.[N:23]1[C:28]2[NH:29][C:30]3[CH:38]=[CH:37][N:36]=[CH:35][C:31]=3[CH2:32][CH:33]([OH:34])[C:27]=2[CH:26]=[CH:25][CH:24]=1.S(=O)(=O)(O)[O-].[Na+]. (5) The reactants are: Br[C:2]1[CH:14]=[CH:13][C:12]2[C:11]3[C:6](=[CH:7][CH:8]=[CH:9][CH:10]=3)[C:5]([CH3:16])([CH3:15])[C:4]=2[CH:3]=1.[C:17]1([C:24]2[CH:29]=[CH:28][CH:27]=[CH:26][CH:25]=2)[CH:22]=[CH:21][C:20]([NH2:23])=[CH:19][CH:18]=1.CC(C)([O-])C.[Na+]. Given the product [C:17]1([C:24]2[CH:29]=[CH:28][CH:27]=[CH:26][CH:25]=2)[CH:18]=[CH:19][C:20]([NH:23][C:2]2[CH:14]=[CH:13][C:12]3[C:11]4[C:6](=[CH:7][CH:8]=[CH:9][CH:10]=4)[C:5]([CH3:16])([CH3:15])[C:4]=3[CH:3]=2)=[CH:21][CH:22]=1, predict the reactants needed to synthesize it. (6) Given the product [C:29]([C:2]1[CH:3]=[CH:4][C:5]2[O:9][C:8]3[CH:10]=[C:11]([S:14]([NH:17][C@@H:18]([CH:23]([CH3:25])[CH3:24])[C:19]([O:21][CH3:22])=[O:20])(=[O:15])=[O:16])[CH:12]=[CH:13][C:7]=3[C:6]=2[CH:26]=1)#[N:33], predict the reactants needed to synthesize it. The reactants are: Br[C:2]1[CH:3]=[CH:4][C:5]2[O:9][C:8]3[CH:10]=[C:11]([S:14]([NH:17][C@@H:18]([CH:23]([CH3:25])[CH3:24])[C:19]([O:21][CH3:22])=[O:20])(=[O:16])=[O:15])[CH:12]=[CH:13][C:7]=3[C:6]=2[CH:26]=1.CC(C)[C@H:29]([NH:33]S(C1C=CC2C3C=C(C4N=C(C)ON=4)C=CC=3OC=2C=1)(=O)=O)C(O)=O.